Dataset: Catalyst prediction with 721,799 reactions and 888 catalyst types from USPTO. Task: Predict which catalyst facilitates the given reaction. (1) Reactant: [CH3:1][C:2]1[CH:7]=[CH:6][CH:5]=[CH:4][C:3]=1[NH:8][CH2:9][C:10]1[CH:19]=[CH:18][C:17]2[C:12](=[CH:13][CH:14]=[CH:15][CH:16]=2)[C:11]=1[C:20]1[N:25]=[C:24]([CH:26]=O)[CH:23]=[CH:22][CH:21]=1.[CH3:28][C:29]1[CH:35]=[C:34]([CH3:36])[CH:33]=[C:32]([CH3:37])[C:30]=1[NH2:31]. Product: [C:29]1([CH3:28])[CH:35]=[C:34]([CH3:36])[CH:33]=[C:32]([CH3:37])[C:30]=1[N:31]=[CH:26][C:24]1[CH:23]=[CH:22][CH:21]=[C:20]([C:11]2[C:12]3[C:17](=[CH:16][CH:15]=[CH:14][CH:13]=3)[CH:18]=[CH:19][C:10]=2[CH2:9][NH:8][C:3]2[CH:4]=[CH:5][CH:6]=[CH:7][C:2]=2[CH3:1])[N:25]=1. The catalyst class is: 8. (2) Reactant: [NH2:1][C:2]1[CH:3]=[C:4]([C:17]2[C:18]([C:24]([O:26][CH3:27])=[O:25])=[C:19]([CH3:23])[CH:20]=[CH:21][CH:22]=2)[CH:5]=[CH:6][C:7]=1[N:8]([CH2:13][CH:14]([CH3:16])[CH3:15])[CH2:9][CH:10]([CH3:12])[CH3:11].ClC(OC1[CH:37]=[CH:36][C:35]([N+:38]([O-:40])=O)=[CH:34]C=1)=O.[NH2:41][C:42]1[O:46]N=C(C)C=1.C(N(CC)CC)C. Product: [CH2:13]([N:8]([CH2:9][CH:10]([CH3:12])[CH3:11])[C:7]1[CH:6]=[CH:5][C:4]([C:17]2[C:18]([C:24]([O:26][CH3:27])=[O:25])=[C:19]([CH3:23])[CH:20]=[CH:21][CH:22]=2)=[CH:3][C:2]=1[NH:1][C:42]([NH:41][C:37]1[O:40][N:38]=[C:35]([CH3:34])[CH:36]=1)=[O:46])[CH:14]([CH3:15])[CH3:16]. The catalyst class is: 7. (3) Reactant: Cl[C:2]1[C:11]2[C:6](=[C:7]([Cl:12])[CH:8]=[CH:9][CH:10]=2)[CH:5]=[C:4]([O:13][CH:14]([CH3:16])[CH3:15])[N:3]=1.[F-:17].[Cs+]. Product: [Cl:12][C:7]1[CH:8]=[CH:9][CH:10]=[C:11]2[C:6]=1[CH:5]=[C:4]([O:13][CH:14]([CH3:16])[CH3:15])[N:3]=[C:2]2[F:17]. The catalyst class is: 16. (4) Product: [NH2:1][CH:2]([C:33]1[CH:38]=[CH:37][C:36]([O:39][CH2:40][CH2:41][O:42][C:43]([CH3:44])([CH3:46])[CH3:45])=[CH:35][CH:34]=1)[C:3]([NH:5][C@H:6]([C:15]1[NH:16][C:17]([C:20]2[CH:25]=[CH:24][C:23]([C:26]#[CH:27])=[CH:22][C:21]=2[F:32])=[CH:18][N:19]=1)[C@H:7]([C:9]1[CH:10]=[CH:11][CH:12]=[CH:13][CH:14]=1)[CH3:8])=[O:4]. The catalyst class is: 7. Reactant: [NH2:1][CH:2]([C:33]1[CH:38]=[CH:37][C:36]([O:39][CH2:40][CH2:41][O:42][C:43]([CH3:46])([CH3:45])[CH3:44])=[CH:35][CH:34]=1)[C:3]([NH:5][C@H:6]([C:15]1[NH:16][C:17]([C:20]2[CH:25]=[CH:24][C:23]([C:26]#[C:27][Si](C)(C)C)=[CH:22][C:21]=2[F:32])=[CH:18][N:19]=1)[C@H:7]([C:9]1[CH:14]=[CH:13][CH:12]=[CH:11][CH:10]=1)[CH3:8])=[O:4].[F-].C([N+](CCCC)(CCCC)CCCC)CCC.C(OCC)(=O)C.